From a dataset of Drug-target binding data from BindingDB using Ki measurements. Regression. Given a target protein amino acid sequence and a drug SMILES string, predict the binding affinity score between them. We predict pKi (pKi = -log10(Ki in M); higher means stronger inhibition). Dataset: bindingdb_ki. (1) The drug is C=CCNC(=O)[C@H](Cc1ccccc1)NC(=O)OC(C)(C)C. The target protein (P25975) has sequence MNPSFFLTVLCLGVASAAPKLDPNLDAHWHQWKATHRRLYGMNEEEWRRAVWEKNKKIIDLHNQEYSEGKHGFRMAMNAFGDMTNEEFRQVMNGFQNQKHKKGKLFHEPLLVDVPKSVDWTKKGYVTPVKNQGQCGSCWAFSATGALEGQMFRKTGKLVSLSEQNLVDCSRAQGNQGCNGGLMDNAFQYIKDNGGLDSEESYPYLATDTNSCNYKPECSAANDTGFVDIPQREKALMKAVATVGPISVAIDAGHTSFQFYKSGIYYDPDCSSKDLDHGVLVVGYGFEGTDSNNNKFWIVKNSWGPEWGWNGYVKMAKDQNNHCGIATAASYPTV. The pKi is 3.0. (2) The small molecule is Oc1cccc2c1CC[C@@H]1[C@@H]2CCCN1CCN1CCN(c2ccccc2)CC1. The target protein (P19020) has sequence MAPLSQISTHLNSTCGAENSTGVNRARPHAYYALSYCALILAIIFGNGLVCAAVLRERALQTTTNYLVVSLAVADLLVATLVMPWVVYLEVTGGVWNFSRICCDVFVTLDVMMCTASILNLCAISIDRYTAVVMPVHYQHGTGQSSCRRVALMITAVWVLAFAVSCPLLFGFNTTGDPSICSISNPDFVIYSSVVSFYVPFGVTVLVYARIYIVLRQRQRKRILTRQNSQCISIRPGFPQQSSCLRLHPIRQFSIRARFLSDATGQMEHIEDKQYPQKCQDPLLSHLQPPSPGQTHGGLKRYYSICQDTALRHPSLEGGAGMSPVERTRNSLSPTMAPKLSLEVRKLSNGRLSTSLRLGPLQPRGVPLREKKATQMVVIVLGAFIVCWLPFFLTHVLNTHCQACHVSPELYRATTWLGYVNSALNPVIYTTFNVEFRKAFLKILSC. The pKi is 7.0. (3) The small molecule is CSC[C@H](NC(=O)COc1cccc2cnccc12)C(=O)N[C@@H](Cc1ccccc1)[C@H](O)C(=O)N1CSC(C)(C)[C@H]1C(=O)NC(C)(C)C. The target protein (P46925) has sequence MDITVREHDFKHGFIKSNSTFDGLNIDNSKNKKKIQKGFQILYVLLFCSVMCGLFYYVYENVWLQRDNEMNEILKNSEHLTIGFKVENAHDRILKTIKTHKLKNYIKESVNFLNSGLTKTNYLGSSNDNIELVDFQNIMFYGDAEVGDNQQPFTFILDTGSANLWVPSVKCTTAGCLTKHLYDSSKSRTYEKDGTKVEMNYVSGTVSGFFSKDLVTVGNLSLPYKFIEVIDTNGFEPTYTASTFDGILGLGWKDLSIGSVDPIVVELKNQNKIENALFTFYLPVHDKHTGFLTIGGIEERFYEGPLTYEKLNHDLYWQITLDAHVGNIMLEKANCIVDSGTSAITVPTDFLNKMLQNLDVIKVPFLPFYVTLCNNSKLPTFEFTSENGKYTLEPEYYLQHIEDVGPGLCMLNIIGLDFPVPTFILGDPFMRKYFTVFDYDNHSVGIALAKKNL. The pKi is 7.4.